Dataset: Full USPTO retrosynthesis dataset with 1.9M reactions from patents (1976-2016). Task: Predict the reactants needed to synthesize the given product. (1) Given the product [Cl:35][C:33]1[CH:32]=[CH:31][C:27]([C:28]([NH:61][C@@H:57]([C:58]([OH:60])=[O:59])[CH2:56][C:54]2[CH:55]=[CH:50][CH:51]=[CH:52][C:53]=2[F:79])=[O:30])=[C:26]([NH:25][C:12]([NH:11][C:4]2[C:5]([CH2:9][CH3:10])=[CH:6][CH:7]=[CH:8][C:3]=2[CH2:1][CH3:2])=[O:13])[CH:34]=1, predict the reactants needed to synthesize it. The reactants are: [CH2:1]([C:3]1[CH:8]=[CH:7][CH:6]=[C:5]([CH2:9][CH3:10])[C:4]=1[N:11]=[C:12]=[O:13])[CH3:2].ClC1C=CC=C(C)C=1N=C=O.[NH2:25][C:26]1[CH:34]=[C:33]([Cl:35])[CH:32]=[CH:31][C:27]=1[C:28]([OH:30])=O.NC1C(C(O)=O)=CC2C(C=1)=CC=CC=2.[CH:50]1[CH:55]=[C:54]([CH2:56][C@H:57]([NH:61]C(OCC2C3C(=CC=CC=3)C3C2=CC=CC=3)=O)[C:58]([OH:60])=[O:59])[C:53]([F:79])=[CH:52][CH:51]=1.C1CCC([C@H](NC(OCC2C3C(=CC=CC=3)C3C2=CC=CC=3)=O)C(O)=O)CC1. (2) Given the product [OH:10][C@@H:11]([C:12]1[CH:13]=[CH:14][CH:15]=[CH:16][CH:17]=1)[C@@H:18]1[NH:19][C:20](=[O:24])[CH2:21][O:22][CH2:23]1, predict the reactants needed to synthesize it. The reactants are: [N+](C1C=CC(C([O:10][C@H:11]([C@H:18]2[CH2:23][O:22][CH2:21][C:20](=[O:24])[NH:19]2)[C:12]2[CH:17]=[CH:16][CH:15]=[CH:14][CH:13]=2)=O)=CC=1)([O-])=O.ClCCl.C(=O)([O-])[O-].[K+].[K+]. (3) Given the product [Br:1][C:15]1[CH:14]=[C:13]([N+:16]([O-:18])=[O:17])[C:12]([NH:19][CH3:20])=[C:11]([C:21]#[N:22])[C:10]=1[C:5]1[CH:6]=[CH:7][CH:8]=[CH:9][C:4]=1[Cl:3], predict the reactants needed to synthesize it. The reactants are: [Br:1]Br.[Cl:3][C:4]1[CH:9]=[CH:8][CH:7]=[CH:6][C:5]=1[C:10]1[CH:15]=[CH:14][C:13]([N+:16]([O-:18])=[O:17])=[C:12]([NH:19][CH3:20])[C:11]=1[C:21]#[N:22].